From a dataset of TCR-epitope binding with 47,182 pairs between 192 epitopes and 23,139 TCRs. Binary Classification. Given a T-cell receptor sequence (or CDR3 region) and an epitope sequence, predict whether binding occurs between them. (1) The epitope is SSNVANYQK. The TCR CDR3 sequence is CATSDWDSQETQYF. Result: 0 (the TCR does not bind to the epitope). (2) The epitope is QYDPVAALF. Result: 0 (the TCR does not bind to the epitope). The TCR CDR3 sequence is CASSSRRGEGGEEQYF. (3) The epitope is FLRGRAYGL. The TCR CDR3 sequence is CASTPLREENNEQFF. Result: 0 (the TCR does not bind to the epitope). (4) The epitope is RTLNAWVKV. The TCR CDR3 sequence is CAISERLGQGRSYEQYF. Result: 0 (the TCR does not bind to the epitope). (5) The epitope is RQLLFVVEV. The TCR CDR3 sequence is CASSFRQGGNQPQHF. Result: 1 (the TCR binds to the epitope). (6) Result: 1 (the TCR binds to the epitope). The TCR CDR3 sequence is CASTRGAIEYYGYTF. The epitope is PKYVKQNTLKLAT. (7) The epitope is NLVPMVATV. The TCR CDR3 sequence is CASSLEVAGGLTDTQYF. Result: 1 (the TCR binds to the epitope). (8) The TCR CDR3 sequence is CSVEGTWTAGGPVETQYF. Result: 1 (the TCR binds to the epitope). The epitope is LEPLVDLPI. (9) The epitope is FIAGLIAIV. The TCR CDR3 sequence is CASSPGTGTDYGYTF. Result: 1 (the TCR binds to the epitope).